From a dataset of Merck oncology drug combination screen with 23,052 pairs across 39 cell lines. Regression. Given two drug SMILES strings and cell line genomic features, predict the synergy score measuring deviation from expected non-interaction effect. (1) Drug 1: COc1cc(C2c3cc4c(cc3C(OC3OC5COC(C)OC5C(O)C3O)C3COC(=O)C23)OCO4)cc(OC)c1O. Drug 2: Cn1nnc2c(C(N)=O)ncn2c1=O. Cell line: OCUBM. Synergy scores: synergy=2.56. (2) Drug 1: CN(Cc1cnc2nc(N)nc(N)c2n1)c1ccc(C(=O)NC(CCC(=O)O)C(=O)O)cc1. Drug 2: NC(=O)c1cccc2cn(-c3ccc(C4CCCNC4)cc3)nc12. Cell line: VCAP. Synergy scores: synergy=-9.90. (3) Drug 1: COc1cccc2c1C(=O)c1c(O)c3c(c(O)c1C2=O)CC(O)(C(=O)CO)CC3OC1CC(N)C(O)C(C)O1. Drug 2: CC(C)CC(NC(=O)C(Cc1ccccc1)NC(=O)c1cnccn1)B(O)O. Cell line: LOVO. Synergy scores: synergy=3.78. (4) Drug 1: Cn1c(=O)n(-c2ccc(C(C)(C)C#N)cc2)c2c3cc(-c4cnc5ccccc5c4)ccc3ncc21. Drug 2: NC1CCCCC1N.O=C(O)C(=O)O.[Pt+2]. Cell line: NCIH1650. Synergy scores: synergy=4.83. (5) Drug 1: COC12C(COC(N)=O)C3=C(C(=O)C(C)=C(N)C3=O)N1CC1NC12. Drug 2: N#Cc1ccc(Cn2cncc2CN2CCN(c3cccc(Cl)c3)C(=O)C2)cc1. Cell line: NCIH460. Synergy scores: synergy=-38.1. (6) Synergy scores: synergy=11.2. Drug 2: O=C(CCCCCCC(=O)Nc1ccccc1)NO. Drug 1: CN(C)C(=N)N=C(N)N. Cell line: HT29. (7) Drug 2: NC(=O)c1cccc2cn(-c3ccc(C4CCCNC4)cc3)nc12. Drug 1: CN(Cc1cnc2nc(N)nc(N)c2n1)c1ccc(C(=O)NC(CCC(=O)O)C(=O)O)cc1. Cell line: OCUBM. Synergy scores: synergy=7.58. (8) Drug 1: O=S1(=O)NC2(CN1CC(F)(F)F)C1CCC2Cc2cc(C=CCN3CCC(C(F)(F)F)CC3)ccc2C1. Drug 2: COC12C(COC(N)=O)C3=C(C(=O)C(C)=C(N)C3=O)N1CC1NC12. Cell line: SKMES1. Synergy scores: synergy=-12.6.